Dataset: Reaction yield outcomes from USPTO patents with 853,638 reactions. Task: Predict the reaction yield, written as a fraction of the theoretical maximum amount of product (1.0 means a 100% yield; for example, 0.34 means a 34% yield). (1) The reactants are [F:1][C:2]1[CH:3]=[C:4]2[C:9](=[CH:10][C:11]=1[OH:12])[N:8]=[C:7]([CH3:13])[CH:6]=[CH:5]2.C(=O)([O-])[O-].[K+].[K+].Br[CH2:21][CH3:22]. The catalyst is CC(C)=O. The product is [CH2:21]([O:12][C:11]1[CH:10]=[C:9]2[C:4]([CH:5]=[CH:6][C:7]([CH3:13])=[N:8]2)=[CH:3][C:2]=1[F:1])[CH3:22]. The yield is 0.656. (2) The reactants are [C:1](=[O:3])=[O:2].C([O-])([O-])=O.[Cs+].[Cs+].[N+:10]([C:13]1[CH:18]=[CH:17][C:16]([C:19]#[CH:20])=[CH:15][CH:14]=1)([O-:12])=[O:11]. The catalyst is [C-]#[C-].[Cu+2].Cl[Cu].[Cu]. The product is [N+:10]([C:13]1[CH:18]=[CH:17][C:16]([C:19]#[C:20][C:1]([OH:3])=[O:2])=[CH:15][CH:14]=1)([O-:12])=[O:11]. The yield is 0.700. (3) The reactants are C(=O)([O-])[O-].[K+].[K+].I[C:8]1[CH:24]=[C:23]([C:25]([O:27][CH3:28])=[O:26])[C:11]2[O:12][C:13]3[C:18]([C:19]([O:21][CH3:22])=[O:20])=[CH:17][CH:16]=[CH:15][C:14]=3[C:10]=2[CH:9]=1.[CH2:29]=[CH:30][CH2:31][CH2:32][CH2:33][CH2:34][CH2:35][CH2:36][CH2:37][CH2:38][CH2:39][CH2:40][CH2:41][CH2:42][CH2:43][CH2:44][CH2:45][CH2:46][CH2:47][CH3:48]. The catalyst is [Cl-].C([N+](CCCC)(CCCC)CCCC)CCC.CN(C=O)C.C([O-])(=O)C.[Pd+2].C([O-])(=O)C. The product is [CH:29]([C:8]1[CH:24]=[C:23]([C:25]([O:27][CH3:28])=[O:26])[C:11]2[O:12][C:13]3[C:18]([C:19]([O:21][CH3:22])=[O:20])=[CH:17][CH:16]=[CH:15][C:14]=3[C:10]=2[CH:9]=1)=[CH:30][CH2:31][CH2:32][CH2:33][CH2:34][CH2:35][CH2:36][CH2:37][CH2:38][CH2:39][CH2:40][CH2:41][CH2:42][CH2:43][CH2:44][CH2:45][CH2:46][CH2:47][CH3:48]. The yield is 0.658. (4) The reactants are [F:1][C:2]1[CH:9]=[CH:8][C:5]([C:6]#[N:7])=[CH:4][C:3]=1[O:10][CH3:11].[H][H]. The catalyst is [Pd].C(O)(=O)C. The product is [F:1][C:2]1[CH:9]=[CH:8][C:5]([CH2:6][NH2:7])=[CH:4][C:3]=1[O:10][CH3:11]. The yield is 1.00. (5) The reactants are [CH3:1][O:2][C:3]1[CH:4]=[C:5]2[C:10](=[C:11]([N+:13]([O-])=O)[CH:12]=1)[N:9]=[CH:8][CH:7]=[CH:6]2.O.NN. The catalyst is [Ni].CO. The product is [CH3:1][O:2][C:3]1[CH:4]=[C:5]2[C:10](=[C:11]([NH2:13])[CH:12]=1)[N:9]=[CH:8][CH:7]=[CH:6]2. The yield is 1.00.